Dataset: Forward reaction prediction with 1.9M reactions from USPTO patents (1976-2016). Task: Predict the product of the given reaction. Given the reactants [C:1]([O:4][C@@:5]1([OH:31])[C@@H:9]([CH2:10][OH:11])[O:8][C@@:7]([O:22][C:23](=[O:25])[CH3:24])([N:12]2[C:21]3[N:20]=[CH:19][N:18]=C(O)[C:15]=3[N:14]=[CH:13]2)[C@:6]1([O:27][C:28](=[O:30])[CH3:29])[OH:26])(=[O:3])[CH3:2].C[N:33](C=O)C.S(Cl)(Cl)=O.[CH:41]([Cl:44])(Cl)Cl, predict the reaction product. The product is: [C:1]([O:4][C@@:5]1([OH:31])[C@@H:9]([CH2:10][OH:11])[O:8][C@@:7]([O:22][C:23](=[O:25])[CH3:24])([N:12]2[C:21]3[C:15]([C:41]([Cl:44])([N:18]=[CH:19][N:20]=3)[NH2:33])=[N:14][CH2:13]2)[C@:6]1([O:27][C:28](=[O:30])[CH3:29])[OH:26])(=[O:3])[CH3:2].